Dataset: Catalyst prediction with 721,799 reactions and 888 catalyst types from USPTO. Task: Predict which catalyst facilitates the given reaction. (1) Reactant: [Cl-].O[NH3+:3].[C:4](=[O:7])([O-])[OH:5].[Na+].CS(C)=O.[C:13]([O:16][C:17]([CH3:56])([CH3:55])[CH2:18][O:19][C@H:20]1[CH2:25][CH2:24][C@H:23]([N:26]2[C:31](=[O:32])[C:30]([CH2:33][C:34]3[CH:39]=[CH:38][C:37]([C:40]4[CH:45]=[CH:44][CH:43]=[CH:42][C:41]=4[C:46]#[N:47])=[CH:36][CH:35]=3)=[C:29]([CH2:48][CH2:49][CH3:50])[N:28]3[N:51]=[C:52]([CH3:54])[N:53]=[C:27]23)[CH2:22][CH2:21]1)(=[O:15])[CH3:14]. Product: [C:13]([O:16][C:17]([CH3:55])([CH3:56])[CH2:18][O:19][C@H:20]1[CH2:25][CH2:24][C@H:23]([N:26]2[C:31](=[O:32])[C:30]([CH2:33][C:34]3[CH:39]=[CH:38][C:37]([C:40]4[CH:45]=[CH:44][CH:43]=[CH:42][C:41]=4[C:46]4[NH:3][C:4](=[O:7])[O:5][N:47]=4)=[CH:36][CH:35]=3)=[C:29]([CH2:48][CH2:49][CH3:50])[N:28]3[N:51]=[C:52]([CH3:54])[N:53]=[C:27]23)[CH2:22][CH2:21]1)(=[O:15])[CH3:14]. The catalyst class is: 13. (2) Reactant: [CH3:1][O:2][C:3]1[CH:4]=[C:5]2[C:10](=[CH:11][C:12]=1[O:13][CH3:14])[N:9]=[CH:8][N:7]=[C:6]2[O:15][C:16]1[CH:22]=[CH:21][C:19]([NH2:20])=[CH:18][CH:17]=1.Cl[C:24](Cl)([O:26][C:27](=[O:33])OC(Cl)(Cl)Cl)Cl.O[C:36]1[CH:41]=[CH:40][CH:39]=C[C:37]=1[C:42]#[N:43].C(=O)(O)[O-].[Na+]. Product: [CH3:1][O:2][C:3]1[CH:4]=[C:5]2[C:10](=[CH:11][C:12]=1[O:13][CH3:14])[N:9]=[CH:8][N:7]=[C:6]2[O:15][C:16]1[CH:22]=[CH:21][C:19]([NH:20][C:27](=[O:33])[O:26][C:24]2[CH:39]=[CH:40][CH:41]=[CH:36][C:37]=2[C:42]#[N:43])=[CH:18][CH:17]=1. The catalyst class is: 208. (3) Reactant: Cl.Cl.[CH3:3][N:4]1[CH2:10][CH2:9][C:8]2[CH:11]=[C:12]([NH2:15])[CH:13]=[CH:14][C:7]=2[CH2:6][CH2:5]1.[CH2:16]([C@H:19]1[C:23](=[O:24])[O:22][CH2:21][C@@H:20]1[NH:25][C:26](=[O:35])[O:27][CH2:28][C:29]1[CH:34]=[CH:33][CH:32]=[CH:31][CH:30]=1)[CH:17]=[CH2:18].C[Al](C)C. Product: [OH:22][CH2:21][C@H:20]([NH:25][C:26](=[O:35])[O:27][CH2:28][C:29]1[CH:34]=[CH:33][CH:32]=[CH:31][CH:30]=1)[C@H:19]([C:23](=[O:24])[NH:15][C:12]1[CH:13]=[CH:14][C:7]2[CH2:6][CH2:5][N:4]([CH3:3])[CH2:10][CH2:9][C:8]=2[CH:11]=1)[CH2:16][CH:17]=[CH2:18]. The catalyst class is: 4.